From a dataset of Full USPTO retrosynthesis dataset with 1.9M reactions from patents (1976-2016). Predict the reactants needed to synthesize the given product. (1) Given the product [F:1][C:2]1([F:13])[CH2:7][CH2:6][CH:5]([CH2:8][OH:9])[CH2:4][CH2:3]1, predict the reactants needed to synthesize it. The reactants are: [F:1][C:2]1([F:13])[CH2:7][CH2:6][CH:5]([C:8](OCC)=[O:9])[CH2:4][CH2:3]1.[H-].[Al+3].[Li+].[H-].[H-].[H-].[OH-].[Na+].[O-]S([O-])(=O)=O.[Na+].[Na+]. (2) The reactants are: [CH3:1][O:2][C:3]1[CH:8]=[CH:7][C:6]([CH3:9])=[CH:5][C:4]=1[C:10]1[N:15]=[C:14]([N:16](C(OC(C)(C)C)=O)[NH:17]C(OC(C)(C)C)=O)[CH:13]=[C:12]([N+:32]([O-:34])=[O:33])[CH:11]=1.O1CCOCC1.Cl. Given the product [NH:16]([C:14]1[CH:13]=[C:12]([N+:32]([O-:34])=[O:33])[CH:11]=[C:10]([C:4]2[CH:5]=[C:6]([CH3:9])[CH:7]=[CH:8][C:3]=2[O:2][CH3:1])[N:15]=1)[NH2:17], predict the reactants needed to synthesize it. (3) Given the product [C:17]([Si:14]([CH3:16])([CH3:15])[O:13][CH2:12][C@H:11]([N:10]1[C:5]2[C:6](=[N:7][C:2]([C:38]3[C:33]([O:32][CH3:31])=[N:34][C:35]([CH:42]([CH3:44])[CH3:43])=[CH:36][CH:37]=3)=[C:3]([CH2:23][CH3:24])[CH:4]=2)[C:8]([CH3:22])=[CH:9]1)[CH3:21])([CH3:20])([CH3:19])[CH3:18], predict the reactants needed to synthesize it. The reactants are: Br[C:2]1[N:7]=[C:6]2[C:8]([CH3:22])=[CH:9][N:10]([C@H:11]([CH3:21])[CH2:12][O:13][Si:14]([C:17]([CH3:20])([CH3:19])[CH3:18])([CH3:16])[CH3:15])[C:5]2=[CH:4][C:3]=1[CH2:23][CH3:24].C([O-])([O-])=O.[K+].[K+].[CH3:31][O:32][C:33]1[C:38](B(O)O)=[CH:37][CH:36]=[C:35]([CH:42]([CH3:44])[CH3:43])[N:34]=1. (4) Given the product [CH3:1][C:2]1[CH:3]=[CH:4][C:5]([OH:24])=[C:6]([C@@H:8]([C:18]2[CH:19]=[CH:20][CH:21]=[CH:22][CH:23]=2)[CH2:9][CH2:10][N:11]([CH:12]([CH3:14])[CH3:13])[CH:15]([CH3:16])[CH3:17])[CH:7]=1.[C:25]([O-:35])(=[O:34])[C:26]1[C:27](=[CH:29][CH:30]=[C:31]([CH:33]=1)[OH:32])[OH:28], predict the reactants needed to synthesize it. The reactants are: [CH3:1][C:2]1[CH:3]=[CH:4][C:5]([OH:24])=[C:6]([C@@H:8]([C:18]2[CH:19]=[CH:20][CH:21]=[CH:22][CH:23]=2)[CH2:9][CH2:10][N:11]([CH:15]([CH3:17])[CH3:16])[CH:12]([CH3:14])[CH3:13])[CH:7]=1.[C:25]([OH:35])(=[O:34])[C:26]1[C:27](=[CH:29][CH:30]=[C:31]([CH:33]=1)[OH:32])[OH:28]. (5) Given the product [CH2:23]([OH:22])[C@H:24]1[O:25][C@H:32]([O:33][C@:5]2([CH2:3][OH:2])[O:36][C@H:35]([CH2:34][OH:41])[C@@H:37]([OH:38])[C@@H:39]2[OH:40])[C@H:30]([OH:31])[C@@H:28]([OH:29])[C@@H:26]1[OH:27], predict the reactants needed to synthesize it. The reactants are: C[O:2][C:3]([C@@H:5](NC([C@@H](N)CC(O)=O)=O)CC1C=CC=CC=1)=O.[OH:22][CH2:23][C:24]([C@@H:26]([C@@H:28]([C@@H:30]([CH2:32][OH:33])[OH:31])[OH:29])[OH:27])=[O:25].[CH2:34]([OH:41])[C@@H:35]([C@@H:37]([CH2:39][OH:40])[OH:38])[OH:36]. (6) Given the product [F:2][C:3]([F:38])([F:37])[C:4]1[CH:5]=[C:6]([C@H:14]([O:16][C@H:17]2[CH2:26][CH2:25][C:24]3[N+:23]([O-:27])=[C:22]([CH2:28][N:48]([CH3:47])[CH3:41])[CH:21]=[CH:20][C:19]=3[C@@H:18]2[C:30]2[CH:35]=[CH:34][C:33]([F:36])=[CH:32][CH:31]=2)[CH3:15])[CH:7]=[C:8]([C:10]([F:13])([F:12])[F:11])[CH:9]=1, predict the reactants needed to synthesize it. The reactants are: Cl.[F:2][C:3]([F:38])([F:37])[C:4]1[CH:5]=[C:6]([C@H:14]([O:16][C@H:17]2[CH2:26][CH2:25][C:24]3[N+:23]([O-:27])=[C:22]([CH2:28]N)[CH:21]=[CH:20][C:19]=3[C@@H:18]2[C:30]2[CH:35]=[CH:34][C:33]([F:36])=[CH:32][CH:31]=2)[CH3:15])[CH:7]=[C:8]([C:10]([F:13])([F:12])[F:11])[CH:9]=1.C=O.[CH3:41]C([O-])=O.[K+].[BH3-][C:47]#[N:48].[Na+]. (7) The reactants are: [O:1]=[C:2]([OH:14])[C@@H:3]([C@H:5]([C@@H:7]([C@@H:9]([C:11]([OH:13])=[O:12])[OH:10])[OH:8])[OH:6])[OH:4].[Na:15][Na].O=C[C@@H]([C@H]([C@@H]([C@@H](CO)O)O)O)O. Given the product [O:1]=[C:2]([O-:14])[C@@H:3]([C@H:5]([C@@H:7]([C@@H:9]([C:11]([O-:13])=[O:12])[OH:10])[OH:8])[OH:6])[OH:4].[Na+:15].[Na+:15], predict the reactants needed to synthesize it. (8) Given the product [NH2:42][C:38]1[N:39]=[CH:40][N:41]=[C:36]([C:10]2[N:9]([S:24]([C:27]3[CH:32]=[CH:31][CH:30]=[CH:29][CH:28]=3)(=[O:26])=[O:25])[C:8]([C:6]3[CH:7]=[C:2]([Cl:1])[CH:3]=[CH:4][C:5]=3[CH2:33][CH3:34])=[C:12]([C:13]#[N:14])[CH:11]=2)[CH:37]=1, predict the reactants needed to synthesize it. The reactants are: [Cl:1][C:2]1[CH:3]=[CH:4][C:5]([CH2:33][CH3:34])=[C:6]([C:8]2[N:9]([S:24]([C:27]3[CH:32]=[CH:31][CH:30]=[CH:29][CH:28]=3)(=[O:26])=[O:25])[C:10](B3OC(C)(C)C(C)(C)O3)=[CH:11][C:12]=2[C:13]#[N:14])[CH:7]=1.I[C:36]1[N:41]=[CH:40][N:39]=[C:38]([NH2:42])[CH:37]=1.C([O-])([O-])=O.[Cs+].[Cs+].O.